This data is from Reaction yield outcomes from USPTO patents with 853,638 reactions. The task is: Predict the reaction yield, written as a fraction of the theoretical maximum amount of product (1.0 means a 100% yield; for example, 0.34 means a 34% yield). (1) The reactants are [CH3:1][Si:2]([O:15][CH:16](C)C)([O:11][CH:12](C)C)[C:3]1[CH:10]=[CH:9][C:6]([CH:7]=[CH2:8])=[CH:5][CH:4]=1.C1(C)C=CC(S(O)(=O)=O)=CC=1. The catalyst is CO. The product is [CH3:1][Si:2]([O:11][CH3:12])([O:15][CH3:16])[C:3]1[CH:10]=[CH:9][C:6]([CH:7]=[CH2:8])=[CH:5][CH:4]=1. The yield is 0.650. (2) The reactants are C[O:2][C:3]([C:5]1[C:13]([NH:14][C:15]2[CH:20]=[CH:19][C:18]([Br:21])=[CH:17][C:16]=2[CH3:22])=[C:12]([F:23])[C:8]2[NH:9][CH:10]=[N:11][C:7]=2[CH:6]=1)=O.O.[NH2:25][NH2:26]. The catalyst is CCO. The product is [Br:21][C:18]1[CH:19]=[CH:20][C:15]([NH:14][C:13]2[C:5]([C:3]([NH:25][NH2:26])=[O:2])=[CH:6][C:7]3[NH:11][CH:10]=[N:9][C:8]=3[C:12]=2[F:23])=[C:16]([CH3:22])[CH:17]=1. The yield is 0.810. (3) The reactants are [Cl:1][C:2]1[CH:7]=[CH:6][C:5]([NH:8][S:9]([C:12]2[C:13]([CH3:18])=[N:14][O:15][C:16]=2[CH3:17])(=[O:11])=[O:10])=[CH:4][CH:3]=1.[N+:19]([O-])([OH:21])=[O:20].O. The catalyst is C(O)(=O)C. The product is [Cl:1][C:2]1[CH:3]=[CH:4][C:5]([NH:8][S:9]([C:12]2[C:13]([CH3:18])=[N:14][O:15][C:16]=2[CH3:17])(=[O:10])=[O:11])=[C:6]([N+:19]([O-:21])=[O:20])[CH:7]=1. The yield is 0.640. (4) The reactants are [Br:1][C:2]1[CH:8]=[C:7]([O:9][CH3:10])[CH:6]=[CH:5][C:3]=1[NH2:4].[C:11]([C:17]([O:19][CH3:20])=[O:18])#[C:12][C:13]([O:15][CH3:16])=[O:14].C(O)C. The product is [CH3:16][O:15][C:13](=[O:14])[C:12]([NH:4][C:3]1[CH:5]=[CH:6][C:7]([O:9][CH3:10])=[CH:8][C:2]=1[Br:1])=[CH:11][C:17]([O:19][CH3:20])=[O:18]. The catalyst is CO. The yield is 0.930. (5) The reactants are [CH3:1][C:2]1([CH3:18])[C:6]([CH3:8])([CH3:7])[O:5][B:4]([C:9]2[CH:10]=[C:11]([CH:15]=[CH:16][CH:17]=2)[C:12]([OH:14])=O)[O:3]1.[NH2:19][C:20]1[CH:32]=[CH:31][C:23]([C:24]([O:26][C:27]([CH3:30])([CH3:29])[CH3:28])=[O:25])=[CH:22][CH:21]=1.CN(C(ON1N=NC2C=CC=NC1=2)=[N+](C)C)C.F[P-](F)(F)(F)(F)F.CCN(C(C)C)C(C)C. The catalyst is CN(C=O)C. The product is [CH3:18][C:2]1([CH3:1])[C:6]([CH3:7])([CH3:8])[O:5][B:4]([C:9]2[CH:10]=[C:11]([CH:15]=[CH:16][CH:17]=2)[C:12]([NH:19][C:20]2[CH:32]=[CH:31][C:23]([C:24]([O:26][C:27]([CH3:28])([CH3:29])[CH3:30])=[O:25])=[CH:22][CH:21]=2)=[O:14])[O:3]1. The yield is 0.970.